Task: Predict the reaction yield, written as a fraction of the theoretical maximum amount of product (1.0 means a 100% yield; for example, 0.34 means a 34% yield).. Dataset: Reaction yield outcomes from USPTO patents with 853,638 reactions (1) The reactants are [Br:1][C:2]1[CH:9]=[CH:8][C:5]([C:6]#[N:7])=[C:4](F)[CH:3]=1.[CH3:11][O-:12].[Na+].C(Cl)Cl. The catalyst is C1COCC1. The product is [Br:1][C:2]1[CH:9]=[CH:8][C:5]([C:6]#[N:7])=[C:4]([O:12][CH3:11])[CH:3]=1. The yield is 0.800. (2) The reactants are [C:1]([O:5][C:6]([NH:8][C:9]1[S:13][C:12]([C:14]2[C:19]([F:20])=[CH:18][CH:17]=[CH:16][C:15]=2[F:21])=[N:11][C:10]=1[C:22]([O:24]C)=[O:23])=[O:7])([CH3:4])([CH3:3])[CH3:2].O.[OH-].[Li+].O.Cl. The catalyst is CO. The product is [C:1]([O:5][C:6]([NH:8][C:9]1[S:13][C:12]([C:14]2[C:15]([F:21])=[CH:16][CH:17]=[CH:18][C:19]=2[F:20])=[N:11][C:10]=1[C:22]([OH:24])=[O:23])=[O:7])([CH3:4])([CH3:2])[CH3:3]. The yield is 0.980.